This data is from Catalyst prediction with 721,799 reactions and 888 catalyst types from USPTO. The task is: Predict which catalyst facilitates the given reaction. Reactant: [C:1]12([N:6]3[C:10]4[N:11]=[C:12](Cl)[N:13]=[CH:14][C:9]=4[C:8]([C:16]([C:18]4[CH:19]=[N:20][CH:21]=[C:22]([Br:24])[CH:23]=4)=[O:17])=[CH:7]3)[CH2:5][CH:3]([CH2:4]1)[CH2:2]2.[CH3:25][O:26][C:27]1[CH:34]=[CH:33][C:30]([CH2:31][NH2:32])=[CH:29][CH:28]=1.CCN(C(C)C)C(C)C. Product: [C:1]12([N:6]3[C:10]4[N:11]=[C:12]([NH:32][CH2:31][C:30]5[CH:33]=[CH:34][C:27]([O:26][CH3:25])=[CH:28][CH:29]=5)[N:13]=[CH:14][C:9]=4[C:8]([C:16]([C:18]4[CH:19]=[N:20][CH:21]=[C:22]([Br:24])[CH:23]=4)=[O:17])=[CH:7]3)[CH2:5][CH:3]([CH2:4]1)[CH2:2]2. The catalyst class is: 12.